This data is from Catalyst prediction with 721,799 reactions and 888 catalyst types from USPTO. The task is: Predict which catalyst facilitates the given reaction. (1) Reactant: [F:1][C:2]1[CH:7]=[CH:6][CH:5]=[CH:4][C:3]=1[CH:8]([NH:12][C:13]([NH:15][C:16]1[CH:21]=[CH:20][C:19]([Cl:22])=[CH:18][CH:17]=1)=[O:14])[C:9]([OH:11])=O.Cl.[N:24]1([CH:31]2[CH2:36][CH2:35][NH:34][CH2:33][CH2:32]2)[CH2:29][CH2:28][O:27][CH2:26][C:25]1=[O:30].C([N:39](CC)CC)C.Cl.N1CCCCC1.F[P-](F)(F)(F)(F)F.N1(O[P+](N(C)C)(N(C)C)N(C)C)C2C=CC=CC=2N=N1. Product: [N:24]1([CH:31]2[CH2:36][CH2:35][N:34]([C:8]([C:3]3[CH:4]=[CH:5][CH:6]=[CH:7][C:2]=3[F:1])([NH:12][C:13]([NH:15][C:16]3[CH:21]=[CH:20][C:19]([Cl:22])=[CH:18][CH:17]=3)=[O:14])[C:9]([NH2:39])=[O:11])[CH2:33][CH2:32]2)[CH2:29][CH2:28][O:27][CH2:26][C:25]1=[O:30]. The catalyst class is: 18. (2) Reactant: [O:1]1[CH2:6][CH2:5][O:4][C:3]2[CH:7]=[C:8]([C:11]3([C:14]([NH:16][C:17]4[N:22]=[C:21]([C:23]5[CH:24]=[N:25][C:26]([O:30]C)=[C:27]([CH3:29])[CH:28]=5)[C:20]([CH3:32])=[CH:19][CH:18]=4)=[O:15])[CH2:13][CH2:12]3)[CH:9]=[CH:10][C:2]1=2.[Si](I)(C)(C)C. Product: [O:1]1[CH2:6][CH2:5][O:4][C:3]2[CH:7]=[C:8]([C:11]3([C:14]([NH:16][C:17]4[CH:18]=[CH:19][C:20]([CH3:32])=[C:21]([C:23]5[CH:28]=[C:27]([CH3:29])[C:26](=[O:30])[NH:25][CH:24]=5)[N:22]=4)=[O:15])[CH2:12][CH2:13]3)[CH:9]=[CH:10][C:2]1=2. The catalyst class is: 245.